This data is from CYP2C9 inhibition data for predicting drug metabolism from PubChem BioAssay. The task is: Regression/Classification. Given a drug SMILES string, predict its absorption, distribution, metabolism, or excretion properties. Task type varies by dataset: regression for continuous measurements (e.g., permeability, clearance, half-life) or binary classification for categorical outcomes (e.g., BBB penetration, CYP inhibition). Dataset: cyp2c9_veith. (1) The compound is CCc1ccc(NC(=O)CC2C(=O)Nc3c2c(=O)n(C)c(=O)n3C)cc1. The result is 0 (non-inhibitor). (2) The molecule is C=C(C)CNCC(=C)C.Oc1c(Cl)c(Cl)c(Cl)c(Cl)c1Cl. The result is 1 (inhibitor). (3) The molecule is C/C(CCN1CCCc2nc(C)c(C)cc21)=N\O[C@@H](C)CN1CCCc2nc(C)c(C)cc21. The result is 0 (non-inhibitor). (4) The molecule is COC(=O)c1ccc(OCC2c3cc(OC)c(OC)cc3CCN2C(=O)C2CC2)cc1. The result is 1 (inhibitor). (5) The compound is O=C(NCCCn1ccnc1)Nc1ccc(Cl)cc1. The result is 1 (inhibitor).